Dataset: Peptide-MHC class I binding affinity with 185,985 pairs from IEDB/IMGT. Task: Regression. Given a peptide amino acid sequence and an MHC pseudo amino acid sequence, predict their binding affinity value. This is MHC class I binding data. The peptide sequence is FSNRVYEALY. The MHC is Mamu-B01 with pseudo-sequence Mamu-B01. The binding affinity (normalized) is 0.280.